From a dataset of Reaction yield outcomes from USPTO patents with 853,638 reactions. Predict the reaction yield, written as a fraction of the theoretical maximum amount of product (1.0 means a 100% yield; for example, 0.34 means a 34% yield). (1) The reactants are [NH:1]1[CH:5]=[C:4]([C:6]2[C:7]3[CH:14]=[CH:13][N:12]([CH2:15][O:16][CH2:17][CH2:18][Si:19]([CH3:22])([CH3:21])[CH3:20])[C:8]=3[N:9]=[CH:10][N:11]=2)[CH:3]=[N:2]1.CN(C)C=O.[H-].[Na+].Br[CH:31]([CH2:37][CH3:38])[C:32]([O:34][CH2:35][CH3:36])=[O:33]. The catalyst is O.C(OCC)(=O)C. The product is [CH3:20][Si:19]([CH3:22])([CH3:21])[CH2:18][CH2:17][O:16][CH2:15][N:12]1[C:8]2[N:9]=[CH:10][N:11]=[C:6]([C:4]3[CH:5]=[N:1][N:2]([CH:31]([CH2:37][CH3:38])[C:32]([O:34][CH2:35][CH3:36])=[O:33])[CH:3]=3)[C:7]=2[CH:14]=[CH:13]1. The yield is 1.10. (2) The reactants are [NH2:1][C:2]1[CH:10]=[CH:9][C:5]([C:6]([OH:8])=[O:7])=[CH:4][N:3]=1.Cl.[CH3:12]O. No catalyst specified. The product is [CH3:12][O:7][C:6](=[O:8])[C:5]1[CH:9]=[CH:10][C:2]([NH2:1])=[N:3][CH:4]=1. The yield is 0.710. (3) The reactants are Cl[C:2](Cl)([O:4]C(=O)OC(Cl)(Cl)Cl)Cl.[F:13][C:14]([F:22])([F:21])[CH:15]([OH:20])[C:16]([F:19])([F:18])[F:17].C(N(C(C)C)C(C)C)C.[CH3:32][C@H:33]1[NH:38][CH2:37][CH2:36][N:35]([CH2:39][C:40]2[CH:45]=[CH:44][C:43]([N:46]3[CH2:51][CH2:50][O:49][CH2:48][CH2:47]3)=[CH:42][C:41]=2[C:52]([F:55])([F:54])[F:53])[CH2:34]1. The catalyst is CN(C)C1C=CN=CC=1.O.ClCCl. The product is [CH3:32][C@@H:33]1[CH2:34][N:35]([CH2:39][C:40]2[CH:45]=[CH:44][C:43]([N:46]3[CH2:51][CH2:50][O:49][CH2:48][CH2:47]3)=[CH:42][C:41]=2[C:52]([F:55])([F:53])[F:54])[CH2:36][CH2:37][N:38]1[C:2]([O:20][CH:15]([C:16]([F:19])([F:18])[F:17])[C:14]([F:22])([F:21])[F:13])=[O:4]. The yield is 0.730.